This data is from Full USPTO retrosynthesis dataset with 1.9M reactions from patents (1976-2016). The task is: Predict the reactants needed to synthesize the given product. (1) The reactants are: I[C:2]1[CH:7]=[CH:6][C:5]([C:8]2[CH:13]=[CH:12][CH:11]=[CH:10][C:9]=2[C:14]#[N:15])=[CH:4][CH:3]=1.C(N(CC)CC)C.[BH3:23].[OH:24][C:25]([C:28]([OH:31])([CH3:30])[CH3:29])([CH3:27])[CH3:26]. Given the product [CH3:26][C:25]1([CH3:27])[C:28]([CH3:30])([CH3:29])[O:31][B:23]([C:2]2[CH:7]=[CH:6][C:5]([C:8]3[CH:13]=[CH:12][CH:11]=[CH:10][C:9]=3[C:14]#[N:15])=[CH:4][CH:3]=2)[O:24]1, predict the reactants needed to synthesize it. (2) Given the product [C:5]([O:4][C:3]([N:2]([CH3:1])[CH2:10][CH:11]([OH:12])[C:14](=[CH2:15])[C:13]([O:17][CH3:18])=[O:16])=[O:9])([CH3:8])([CH3:6])[CH3:7], predict the reactants needed to synthesize it. The reactants are: [CH3:1][N:2]([CH2:10][CH:11]=[O:12])[C:3](=[O:9])[O:4][C:5]([CH3:8])([CH3:7])[CH3:6].[C:13]([O:17][CH3:18])(=[O:16])[CH:14]=[CH2:15].N12CCN(CC1)CC2. (3) Given the product [CH3:1][O:2][C:3]1[CH:8]=[C:7]([O:9][CH3:10])[CH:6]=[CH:5][C:4]=1[C:15]1[CH:20]=[CH:19][C:18]([C:21]2[O:22][C:23]([CH3:33])=[C:24]([CH2:26][CH2:27][N:28]3[CH2:29][CH2:30][CH2:31][CH2:32]3)[N:25]=2)=[CH:17][CH:16]=1, predict the reactants needed to synthesize it. The reactants are: [CH3:1][O:2][C:3]1[CH:8]=[C:7]([O:9][CH3:10])[CH:6]=[CH:5][C:4]=1B(O)O.Br[C:15]1[CH:20]=[CH:19][C:18]([C:21]2[O:22][C:23]([CH3:33])=[C:24]([CH2:26][CH2:27][N:28]3[CH2:32][CH2:31][CH2:30][CH2:29]3)[N:25]=2)=[CH:17][CH:16]=1. (4) Given the product [O:1]1[C:5]2[CH:6]=[CH:7][C:8]([CH2:10][N:11]3[C:12](=[O:27])[C:13]4[C:22](=[C:21]([O:25][CH2:29][CH2:30][CH:31]([CH3:33])[CH3:32])[C:20]5[N:19]=[CH:18][CH:17]=[N:16][C:15]=5[C:14]=4[OH:26])[C:23]3=[O:24])=[CH:9][C:4]=2[O:3][CH2:2]1, predict the reactants needed to synthesize it. The reactants are: [O:1]1[C:5]2[CH:6]=[CH:7][C:8]([CH2:10][N:11]3[C:23](=[O:24])[C:22]4[C:13](=[C:14]([OH:26])[C:15]5[N:16]=[CH:17][CH:18]=[N:19][C:20]=5[C:21]=4[OH:25])[C:12]3=[O:27])=[CH:9][C:4]=2[O:3][CH2:2]1.Br[CH2:29][CH2:30][CH:31]([CH3:33])[CH3:32].C(=O)([O-])[O-].[K+].[K+].